Dataset: Full USPTO retrosynthesis dataset with 1.9M reactions from patents (1976-2016). Task: Predict the reactants needed to synthesize the given product. (1) Given the product [NH2:1][C:2]1[N:7]([CH3:8])[C:6](=[O:9])[C:5]([CH3:10])([CH3:11])[C@:4]([C:13]2[CH:18]=[C:17]([NH:19][CH2:26][CH:23]3[CH2:24][CH2:25][O:21][CH2:22]3)[CH:16]=[CH:15][C:14]=2[F:20])([CH3:12])[N:3]=1, predict the reactants needed to synthesize it. The reactants are: [NH2:1][C:2]1[N:7]([CH3:8])[C:6](=[O:9])[C:5]([CH3:11])([CH3:10])[C@:4]([C:13]2[CH:18]=[C:17]([NH2:19])[CH:16]=[CH:15][C:14]=2[F:20])([CH3:12])[N:3]=1.[O:21]1[CH2:25][CH2:24][CH:23]([CH:26]=O)[CH2:22]1.[B][B][B][B][B][B][B][B][B][B]. (2) Given the product [O:24]=[C:21]1[C:22]2[CH2:16][CH2:15][CH:14]([C:19]#[N:25])[CH2:12][C:7]=2[CH:6]=[C:2]2[NH:1][CH:5]=[CH:4][N:3]12, predict the reactants needed to synthesize it. The reactants are: [NH:1]1[CH:5]=[CH:4][N:3]=[C:2]1[CH2:6][C:7]#N.C(O[C:12]([CH:14]1[CH2:19]CC[CH2:16][C:15]1=O)=O)C.[C:21]([O-:24])(=O)[CH3:22].[NH4+:25].